Dataset: Full USPTO retrosynthesis dataset with 1.9M reactions from patents (1976-2016). Task: Predict the reactants needed to synthesize the given product. (1) Given the product [Cl:39][C:34]1[CH:33]=[C:32]([CH:37]=[C:36]([Cl:38])[CH:35]=1)[CH2:31][N:27]1[CH:28]=[CH:29][N:30]=[C:26]1[CH2:25][N:16]([CH2:17][C:18]1[CH:23]=[CH:22][CH:21]=[C:20]([F:24])[CH:19]=1)[CH2:15][CH2:14][N:11]1[CH2:10][CH2:9][NH:8][CH2:13][CH2:12]1, predict the reactants needed to synthesize it. The reactants are: C(OC([N:8]1[CH2:13][CH2:12][N:11]([CH2:14][CH2:15][N:16]([CH2:25][C:26]2[N:27]([CH2:31][C:32]3[CH:37]=[C:36]([Cl:38])[CH:35]=[C:34]([Cl:39])[CH:33]=3)[CH:28]=[CH:29][N:30]=2)[CH2:17][C:18]2[CH:23]=[CH:22][CH:21]=[C:20]([F:24])[CH:19]=2)[CH2:10][CH2:9]1)=O)(C)(C)C.Cl.O1CCOCC1. (2) Given the product [CH:53]([OH:56])=[O:55].[C:1]([C:5]1[CH:6]=[C:7]([NH:18][C:19]([NH:21][C@@H:22]2[C:31]3[C:26](=[CH:27][CH:28]=[CH:29][CH:30]=3)[C@H:25]([O:32][C:33]3[CH:34]=[CH:35][C:36]4[N:37]([C:39]([N:42]5[CH2:47][CH2:46][CH2:45][CH2:44][C@@H:43]5[CH3:48])=[N:40][N:41]=4)[CH:38]=3)[CH2:24][CH2:23]2)=[O:20])[N:8]([C:10]2[CH:15]=[CH:14][C:13]([CH2:16][N:51]([CH2:49][CH3:50])[CH3:52])=[CH:12][CH:11]=2)[N:9]=1)([CH3:2])([CH3:4])[CH3:3], predict the reactants needed to synthesize it. The reactants are: [C:1]([C:5]1[CH:6]=[C:7]([NH:18][C:19]([NH:21][C@@H:22]2[C:31]3[C:26](=[CH:27][CH:28]=[CH:29][CH:30]=3)[C@H:25]([O:32][C:33]3[CH:34]=[CH:35][C:36]4[N:37]([C:39]([N:42]5[CH2:47][CH2:46][CH2:45][CH2:44][C@@H:43]5[CH3:48])=[N:40][N:41]=4)[CH:38]=3)[CH2:24][CH2:23]2)=[O:20])[N:8]([C:10]2[CH:15]=[CH:14][C:13]([CH:16]=O)=[CH:12][CH:11]=2)[N:9]=1)([CH3:4])([CH3:3])[CH3:2].[CH2:49]([NH:51][CH3:52])[CH3:50].[C:53]([O:56][BH-](OC(=O)C)OC(=O)C)(=[O:55])C.[Na+].O. (3) Given the product [Cl:16][CH2:17][CH2:18][O:19][CH2:20][CH2:21][S:13][C:7]1[C:6]2[C:11](=[CH:12][C:3]([C:2]([F:1])([F:14])[F:15])=[CH:4][CH:5]=2)[N:10]=[CH:9][CH:8]=1, predict the reactants needed to synthesize it. The reactants are: [F:1][C:2]([F:15])([F:14])[C:3]1[CH:12]=[C:11]2[C:6]([C:7]([SH:13])=[CH:8][CH:9]=[N:10]2)=[CH:5][CH:4]=1.[Cl:16][CH2:17][CH2:18][O:19][CH2:20][CH2:21]Cl.C([O-])([O-])=O.[Cs+].[Cs+].[Na+].[I-]. (4) Given the product [C:1]1([C:23]2[CH:24]=[CH:25][CH:26]=[CH:27][CH:28]=2)[CH:6]=[CH:5][CH:4]=[C:3]([NH:7][C:8](=[O:9])[CH2:10][CH2:11][CH2:12][CH2:13][CH2:14][NH:15][C:16](=[O:17])[CH2:18][SH:19])[CH:2]=1, predict the reactants needed to synthesize it. The reactants are: [C:1]1([C:23]2[CH:28]=[CH:27][CH:26]=[CH:25][CH:24]=2)[CH:6]=[CH:5][CH:4]=[C:3]([NH:7][C:8]([CH2:10][CH2:11][CH2:12][CH2:13][CH2:14][NH:15][C:16]([CH2:18][S:19]C(=O)C)=[O:17])=[O:9])[CH:2]=1.[OH-].[Na+].O.CC(C)=O. (5) The reactants are: Br[C:2]1[C:3]([C:17]([O:19][CH3:20])=[O:18])=[C:4]([CH3:16])[N:5]([CH2:8][O:9][CH2:10][CH2:11][Si:12]([CH3:15])([CH3:14])[CH3:13])[C:6]=1[CH3:7].[C:21]1(B(O)O)[C:30]2[C:25](=[CH:26][CH:27]=[CH:28][CH:29]=2)[CH:24]=[CH:23][CH:22]=1.C(=O)([O-])[O-].[K+].[K+].C1(P(C2CCCCC2)C2C=CC=CC=2C2C(OC)=CC=CC=2OC)CCCCC1. Given the product [CH3:16][C:4]1[N:5]([CH2:8][O:9][CH2:10][CH2:11][Si:12]([CH3:15])([CH3:14])[CH3:13])[C:6]([CH3:7])=[C:2]([C:29]2[C:30]3[C:25](=[CH:24][CH:23]=[CH:22][CH:21]=3)[CH:26]=[CH:27][CH:28]=2)[C:3]=1[C:17]([O:19][CH3:20])=[O:18], predict the reactants needed to synthesize it.